Predict the reaction yield, written as a fraction of the theoretical maximum amount of product (1.0 means a 100% yield; for example, 0.34 means a 34% yield). From a dataset of Reaction yield outcomes from USPTO patents with 853,638 reactions. (1) The product is [Cl:1][C:2]1[N:7]=[C:6]([N:8]2[CH2:9][C@H:10]3[N:15]([C:24]([NH:23][CH2:26][CH3:27])=[O:25])[C@H:13]([CH2:12][CH2:11]3)[CH2:14]2)[CH:5]=[CH:4][N:3]=1. The reactants are [Cl:1][C:2]1[N:7]=[C:6]([N:8]2[CH2:14][C@H:13]3[NH:15][C@H:10]([CH2:11][CH2:12]3)[CH2:9]2)[CH:5]=[CH:4][N:3]=1.C(N(CC)CC)C.[N:23]([CH2:26][CH3:27])=[C:24]=[O:25]. The catalyst is C(Cl)Cl. The yield is 1.00. (2) The yield is 0.650. The product is [F:8][C:6]1[CH:5]=[C:4]([CH2:9][C@H:10]([NH:25][C:26](=[O:44])[C:27]2[CH:32]=[CH:31][CH:30]=[C:29]([C:33]([N:34]([CH3:42])[CH2:35][C:36]3[S:37][CH:38]=[C:39]([CH3:41])[N:40]=3)=[O:43])[CH:28]=2)[C@H:11]([OH:12])[C@H:13]2[CH2:17][CH2:16][CH2:15][NH:14]2)[CH:3]=[C:2]([F:1])[CH:7]=1. The catalyst is CO.O1CCOCC1. The reactants are [F:1][C:2]1[CH:3]=[C:4]([CH2:9][C@H:10]([NH:25][C:26](=[O:44])[C:27]2[CH:32]=[CH:31][CH:30]=[C:29]([C:33](=[O:43])[N:34]([CH3:42])[CH2:35][C:36]3[S:37][CH:38]=[C:39]([CH3:41])[N:40]=3)[CH:28]=2)[C@@H:11]([C@H:13]2[CH2:17][CH2:16][CH2:15][N:14]2C(OC(C)(C)C)=O)[OH:12])[CH:5]=[C:6]([F:8])[CH:7]=1.Cl. (3) The reactants are [Cl:1][C:2]1[CH:12]=[CH:11][C:5]2[CH2:6][CH2:7][NH:8][CH2:9][CH2:10][C:4]=2[C:3]=1[NH:13][CH2:14][C:15]1[CH:20]=[CH:19][C:18]([CH2:21][S:22]([CH2:25][C:26]([CH3:29])([CH3:28])[CH3:27])(=[O:24])=[O:23])=[CH:17][CH:16]=1.[C:30]([OH:37])(=[O:36])[CH2:31][CH2:32][C:33]([OH:35])=[O:34]. The catalyst is CO. The product is [C:30]([OH:37])(=[O:36])[CH2:31][CH2:32][C:33]([OH:35])=[O:34].[Cl:1][C:2]1[CH:12]=[CH:11][C:5]2[CH2:6][CH2:7][NH:8][CH2:9][CH2:10][C:4]=2[C:3]=1[NH:13][CH2:14][C:15]1[CH:20]=[CH:19][C:18]([CH2:21][S:22]([CH2:25][C:26]([CH3:29])([CH3:28])[CH3:27])(=[O:24])=[O:23])=[CH:17][CH:16]=1. The yield is 0.940. (4) The reactants are [C:1]([O:5][C:6]([N:8]1[CH2:13][CH2:12][O:11][C:10]2[CH:14]=[C:15](Br)[CH:16]=[N:17][C:9]1=2)=[O:7])([CH3:4])([CH3:3])[CH3:2].[C:19]([O:23]CC1C=CC=CC=1)(=[O:22])[CH:20]=[CH2:21].CC1C=CC=CC=1P(C1C=CC=CC=1C)C1C=CC=CC=1C.CCN(C(C)C)C(C)C.N#N. The catalyst is C(#N)CC.CC([O-])=O.CC([O-])=O.[Pd+2]. The product is [C:1]([O:5][C:6]([N:8]1[CH2:13][CH2:12][O:11][C:10]2[CH:14]=[C:15](/[CH:21]=[CH:20]/[C:19]([OH:23])=[O:22])[CH:16]=[N:17][C:9]1=2)=[O:7])([CH3:4])([CH3:3])[CH3:2]. The yield is 0.730. (5) The reactants are [CH3:1][O:2][C:3]1[CH:8]=[CH:7][C:6]([CH2:9][OH:10])=[CH:5][CH:4]=1.[H-].[Na+].[Br:13][C:14]1[CH:15]=[C:16]([O:21][CH2:22][CH3:23])[C:17](Cl)=[N:18][CH:19]=1. The catalyst is CN(C=O)C. The product is [Br:13][C:14]1[CH:15]=[C:16]([O:21][CH2:22][CH3:23])[C:17]([O:10][CH2:9][C:6]2[CH:7]=[CH:8][C:3]([O:2][CH3:1])=[CH:4][CH:5]=2)=[N:18][CH:19]=1. The yield is 0.678.